This data is from Catalyst prediction with 721,799 reactions and 888 catalyst types from USPTO. The task is: Predict which catalyst facilitates the given reaction. Reactant: C(C1CCN([C:14]([C@@H:16]([NH:20][C:21]([NH:23][C:24]2[C:33]3[C:28](=[CH:29][CH:30]=[CH:31][CH:32]=3)[N:27]=[C:26]([CH3:34])[CH:25]=2)=[O:22])[CH:17]([CH3:19])[CH3:18])=O)CC1)C1C=CC=CC=1.[H-].[H-].[H-].[H-].[Li+].[Al+3]. Product: [CH3:34][C:26]1[CH:25]=[C:24]([NH:23][C:21]([NH:20][C:16]2[C:17]3[C:18](=[CH:18][CH:17]=[CH:19][CH:19]=3)[N:20]=[C:16]([CH3:14])[CH:14]=2)=[O:22])[C:33]2[C:28](=[CH:29][CH:30]=[CH:31][CH:32]=2)[N:27]=1. The catalyst class is: 1.